From a dataset of Full USPTO retrosynthesis dataset with 1.9M reactions from patents (1976-2016). Predict the reactants needed to synthesize the given product. Given the product [Cl:1][C:2]1[C:11]2[N:10]([C:12]([C:14]3[CH:15]=[C:16]([Br:23])[C:17]([OH:21])=[C:18]([Br:20])[CH:19]=3)=[O:13])[CH2:9][CH2:8][O:7][C:6]=2[CH:5]=[CH:4][N:3]=1, predict the reactants needed to synthesize it. The reactants are: [Cl:1][C:2]1[C:11]2[N:10]([C:12]([C:14]3[CH:19]=[C:18]([Br:20])[C:17]([O:21]C)=[C:16]([Br:23])[CH:15]=3)=[O:13])[CH2:9][CH2:8][O:7][C:6]=2[CH:5]=[CH:4][N:3]=1.B(Br)(Br)Br.ClCCl.CO.